This data is from Catalyst prediction with 721,799 reactions and 888 catalyst types from USPTO. The task is: Predict which catalyst facilitates the given reaction. (1) Reactant: [Na+:1].[OH:2][C:3]1[C:12]2[C:7](=[CH:8][CH:9]=[CH:10][CH:11]=2)[C:6]([S:13]([O-:16])(=[O:15])=[O:14])=[CH:5][CH:4]=1.[OH-].[Na+].[CH2:19](Br)[C:20]1[CH:25]=[CH:24][CH:23]=[CH:22][CH:21]=1. Product: [CH2:19]([O:2][C:3]1[C:12]2[C:7](=[CH:8][CH:9]=[CH:10][CH:11]=2)[C:6]([S:13]([O-:16])(=[O:14])=[O:15])=[CH:5][CH:4]=1)[C:20]1[CH:25]=[CH:24][CH:23]=[CH:22][CH:21]=1.[Na+:1]. The catalyst class is: 315. (2) Reactant: [N+]([C:4]1[CH:11]=[C:10]([C:12]([F:15])([F:14])[F:13])[CH:9]=[CH:8][C:5]=1[C:6]#[N:7])([O-])=O.[CH3:16][O-:17].[Na+].O. Product: [CH3:16][O:17][C:4]1[CH:11]=[C:10]([C:12]([F:15])([F:14])[F:13])[CH:9]=[CH:8][C:5]=1[C:6]#[N:7]. The catalyst class is: 5. (3) The catalyst class is: 1. Product: [C:1]([O:5][C:6]([N:8]1[C:16]2[C:11](=[C:12]([F:17])[CH:13]=[CH:14][CH:15]=2)[CH:10]=[C:9]1[B:18]([OH:23])[OH:19])=[O:7])([CH3:4])([CH3:2])[CH3:3]. Reactant: [C:1]([O:5][C:6]([N:8]1[C:16]2[C:11](=[C:12]([F:17])[CH:13]=[CH:14][CH:15]=2)[CH:10]=[CH:9]1)=[O:7])([CH3:4])([CH3:3])[CH3:2].[B:18](OC(C)C)([O:23]C(C)C)[O:19]C(C)C.C(NC(C)C)(C)C.[Li].Cl.